Dataset: NCI-60 drug combinations with 297,098 pairs across 59 cell lines. Task: Regression. Given two drug SMILES strings and cell line genomic features, predict the synergy score measuring deviation from expected non-interaction effect. Drug 1: CC1C(C(CC(O1)OC2CC(CC3=C2C(=C4C(=C3O)C(=O)C5=C(C4=O)C(=CC=C5)OC)O)(C(=O)C)O)N)O.Cl. Drug 2: CC1=C(C=C(C=C1)C(=O)NC2=CC(=CC(=C2)C(F)(F)F)N3C=C(N=C3)C)NC4=NC=CC(=N4)C5=CN=CC=C5. Cell line: MALME-3M. Synergy scores: CSS=28.8, Synergy_ZIP=-3.90, Synergy_Bliss=4.67, Synergy_Loewe=0.913, Synergy_HSA=1.95.